This data is from Full USPTO retrosynthesis dataset with 1.9M reactions from patents (1976-2016). The task is: Predict the reactants needed to synthesize the given product. The reactants are: N#N.N[C:4]1[C:5]([CH3:27])=[C:6]([C:11]2[CH:16]=[CH:15][N:14]=[C:13]([NH:17][C:18]3[CH:23]=[CH:22][N:21]=[C:20]([CH:24]4[CH2:26][CH2:25]4)[N:19]=3)[CH:12]=2)[CH:7]=[N:8][C:9]=1[Cl:10].Cl.N([O-])=O.[Na+].[I-:33].[K+]. Given the product [Cl:10][C:9]1[N:8]=[CH:7][C:6]([C:11]2[CH:16]=[CH:15][N:14]=[C:13]([NH:17][C:18]3[CH:23]=[CH:22][N:21]=[C:20]([CH:24]4[CH2:26][CH2:25]4)[N:19]=3)[CH:12]=2)=[C:5]([CH3:27])[C:4]=1[I:33], predict the reactants needed to synthesize it.